This data is from Peptide-MHC class I binding affinity with 185,985 pairs from IEDB/IMGT. The task is: Regression. Given a peptide amino acid sequence and an MHC pseudo amino acid sequence, predict their binding affinity value. This is MHC class I binding data. (1) The peptide sequence is DYAEISFML. The MHC is HLA-A24:02 with pseudo-sequence HLA-A24:02. The binding affinity (normalized) is 0. (2) The peptide sequence is FFSPFFFSL. The MHC is HLA-A80:01 with pseudo-sequence HLA-A80:01. The binding affinity (normalized) is 0.0847. (3) The peptide sequence is HLTWSHAGY. The MHC is HLA-A01:01 with pseudo-sequence HLA-A01:01. The binding affinity (normalized) is 0.0847.